Predict which catalyst facilitates the given reaction. From a dataset of Catalyst prediction with 721,799 reactions and 888 catalyst types from USPTO. Reactant: [F:1][C:2]([F:8])([F:7])[CH2:3][C:4](O)=[O:5].CN(C(ON1N=NC2C=CC=NC1=2)=[N+](C)C)C.F[P-](F)(F)(F)(F)F.C(N(C(C)C)CC)(C)C.[C:42]1([C:48]2[O:49][C:50]3[CH:56]=[CH:55][C:54]([NH2:57])=[CH:53][C:51]=3[CH:52]=2)[CH:47]=[CH:46][CH:45]=[CH:44][CH:43]=1. Product: [C:42]1([C:48]2[O:49][C:50]3[CH:56]=[CH:55][C:54]([NH:57][C:4](=[O:5])[CH2:3][C:2]([F:8])([F:7])[F:1])=[CH:53][C:51]=3[CH:52]=2)[CH:43]=[CH:44][CH:45]=[CH:46][CH:47]=1. The catalyst class is: 96.